This data is from Full USPTO retrosynthesis dataset with 1.9M reactions from patents (1976-2016). The task is: Predict the reactants needed to synthesize the given product. (1) Given the product [O:1]1[C:5]2([CH2:10][CH2:9][C:8](=[N:13][OH:14])[CH2:7][CH2:6]2)[O:4][CH2:3][CH2:2]1, predict the reactants needed to synthesize it. The reactants are: [O:1]1[C:5]2([CH2:10][CH2:9][C:8](=O)[CH2:7][CH2:6]2)[O:4][CH2:3][CH2:2]1.Cl.[NH2:13][OH:14].C(N(CC)CC)C. (2) The reactants are: [Cl:1][C:2]1[C:3]([O:12][C:13]2[CH:18]=[C:17]([O:19][CH2:20][CH2:21][O:22][CH3:23])[CH:16]=[CH:15][C:14]=2/[CH:24]=[CH:25]/[C:26](O)=[O:27])=[N:4][CH:5]=[C:6]([C:8]([F:11])([F:10])[F:9])[CH:7]=1.Cl.C(N=C=NCCCN(C)C)C.[C:41]1([S:47]([NH2:50])(=[O:49])=[O:48])[CH:46]=[CH:45][CH:44]=[CH:43][CH:42]=1.Cl. Given the product [Cl:1][C:2]1[C:3]([O:12][C:13]2[CH:18]=[C:17]([O:19][CH2:20][CH2:21][O:22][CH3:23])[CH:16]=[CH:15][C:14]=2/[CH:24]=[CH:25]/[C:26]([NH:50][S:47]([C:41]2[CH:46]=[CH:45][CH:44]=[CH:43][CH:42]=2)(=[O:49])=[O:48])=[O:27])=[N:4][CH:5]=[C:6]([C:8]([F:9])([F:11])[F:10])[CH:7]=1, predict the reactants needed to synthesize it. (3) Given the product [NH2:36][C:10]1[CH:9]=[CH:8][C:7]([CH2:6][O:5][C:3](=[O:4])[C:2]([CH3:1])([CH3:39])[CH3:40])=[CH:12][C:11]=1[NH:13][C:14]1[S:18][C:17]([C:19]([O:21][CH3:22])=[O:20])=[C:16]([O:23][C@@H:24]([C:26]2[CH:31]=[CH:30][CH:29]=[CH:28][C:27]=2[C:32]([F:35])([F:33])[F:34])[CH3:25])[CH:15]=1, predict the reactants needed to synthesize it. The reactants are: [CH3:1][C:2]([CH3:40])([CH3:39])[C:3]([O:5][CH2:6][C:7]1[CH:8]=[CH:9][C:10]([N+:36]([O-])=O)=[C:11]([NH:13][C:14]2[S:18][C:17]([C:19]([O:21][CH3:22])=[O:20])=[C:16]([O:23][C@@H:24]([C:26]3[CH:31]=[CH:30][CH:29]=[CH:28][C:27]=3[C:32]([F:35])([F:34])[F:33])[CH3:25])[CH:15]=2)[CH:12]=1)=[O:4]. (4) Given the product [Cl:20][C:6]1[CH:5]=[C:4]([C:1]2([CH3:2])[O:23][CH2:22][CH2:21][O:3]2)[C:9]([O:10][CH:11]([CH3:17])[C:12]([O:14][CH2:15][CH3:16])=[O:13])=[C:8]([I:18])[C:7]=1[F:19], predict the reactants needed to synthesize it. The reactants are: [C:1]([C:4]1[C:9]([O:10][CH:11]([CH3:17])[C:12]([O:14][CH2:15][CH3:16])=[O:13])=[C:8]([I:18])[C:7]([F:19])=[C:6]([Cl:20])[CH:5]=1)(=[O:3])[CH3:2].[CH2:21](O)[CH2:22][OH:23].O.C1(C)C=CC(S(O)(=O)=O)=CC=1.C(=O)(O)[O-].[Na+]. (5) The reactants are: Br[C:2]1[CH:7]=[CH:6][CH:5]=[CH:4][N:3]=1.C([Li])CCC.[NH2:13][C:14]1[CH:22]=[CH:21][C:20]([Cl:23])=[CH:19][C:15]=1[C:16](O)=[O:17]. Given the product [NH2:13][C:14]1[CH:22]=[CH:21][C:20]([Cl:23])=[CH:19][C:15]=1[C:16]([C:2]1[CH:7]=[CH:6][CH:5]=[CH:4][N:3]=1)=[O:17], predict the reactants needed to synthesize it. (6) Given the product [BrH:12].[Cl:11][C:8]1[CH:7]=[C:3]([C:4]([NH2:6])=[O:5])[C:2](=[NH:1])[N:10]([CH2:13][C:14]2[CH:15]=[CH:16][C:17]([F:22])=[C:18]([C:19]#[N:20])[CH:21]=2)[CH:9]=1, predict the reactants needed to synthesize it. The reactants are: [NH2:1][C:2]1[N:10]=[CH:9][C:8]([Cl:11])=[CH:7][C:3]=1[C:4]([NH2:6])=[O:5].[Br:12][CH2:13][C:14]1[CH:15]=[CH:16][C:17]([F:22])=[C:18]([CH:21]=1)[C:19]#[N:20]. (7) Given the product [Cl:1][C:2]1[CH:7]=[CH:6][C:5]([CH:8]2[C:12]3[N:13]([C:19]4[N:41]([CH3:36])[N:40]=[CH:39][CH:42]=4)[N:14]=[C:15]([CH:16]4[CH2:17][CH2:18]4)[C:11]=3[C:10](=[O:20])[N:9]2[C:21]2[CH:22]=[C:23]([CH3:31])[C:24]3[N:9]([C:8]([CH3:5])=[N:27][N:28]=3)[CH:10]=2)=[CH:4][CH:3]=1, predict the reactants needed to synthesize it. The reactants are: [Cl:1][C:2]1[CH:7]=[CH:6][C:5]([CH:8]2[C:12]3[N:13]([CH3:19])[N:14]=[C:15]([CH:16]4[CH2:18][CH2:17]4)[C:11]=3[C:10](=[O:20])[N:9]2[C:21]2[CH:22]=[C:23]([CH3:31])[C:24]3[N:28]=[N:27]N(C)C=3C=2)=[CH:4][CH:3]=1.BrC1C=C(C)[C:36]2N([C:39]([CH3:42])=[N:40][N:41]=2)C=1. (8) Given the product [Br:8][C:9]1[CH:14]=[CH:13][C:12]([I:15])=[C:11]([F:16])[C:10]=1[CH3:1], predict the reactants needed to synthesize it. The reactants are: [CH:1](NC(C)C)(C)C.[Br:8][C:9]1[CH:14]=[CH:13][C:12]([I:15])=[C:11]([F:16])[CH:10]=1.CI.O.